Dataset: Forward reaction prediction with 1.9M reactions from USPTO patents (1976-2016). Task: Predict the product of the given reaction. (1) Given the reactants [OH:1][C:2]1[CH:7]=[CH:6][C:5]([CH:8]2[CH:21]3[CH:16]([C:17]4[CH:25]=[CH:24][CH:23]=[CH:22][C:18]=4[CH2:19][CH2:20]3)[C:15]3[CH:14]=[C:13]([C:26]#[N:27])[CH:12]=[CH:11][C:10]=3[NH:9]2)=[CH:4][C:3]=1[O:28][CH3:29].[BH4-].[Na+].C(O)(C(F)(F)F)=O, predict the reaction product. The product is: [NH2:27][CH2:26][C:13]1[CH:12]=[CH:11][C:10]2[NH:9][CH:8]([C:5]3[CH:6]=[CH:7][C:2]([OH:1])=[C:3]([O:28][CH3:29])[CH:4]=3)[CH:21]3[CH:16]([C:17]4[CH:25]=[CH:24][CH:23]=[CH:22][C:18]=4[CH2:19][CH2:20]3)[C:15]=2[CH:14]=1. (2) Given the reactants [C:1]([O:5][C:6]([N:8]1[CH2:13][CH2:12][NH:11][CH2:10][CH2:9]1)=[O:7])([CH3:4])([CH3:3])[CH3:2].[O:14]1[CH2:16][C@H:15]1[CH2:17]OS(C1C=CC=C([N+]([O-])=O)C=1)(=O)=O, predict the reaction product. The product is: [C:1]([O:5][C:6]([N:8]1[CH2:13][CH2:12][N:11]([CH2:17][C@@H:15]2[CH2:16][O:14]2)[CH2:10][CH2:9]1)=[O:7])([CH3:4])([CH3:2])[CH3:3]. (3) Given the reactants [Br:1][C:2]1[CH:3]=[N:4][CH:5]=[C:6]2[C:11]=1[N:10]=[C:9]([C:12]([OH:14])=O)[CH:8]=[CH:7]2.[CH3:15][N:16](C(ON1N=NC2C=CC=NC1=2)=[N+](C)C)C.F[P-](F)(F)(F)(F)F.CN.C1COCC1.CCN(C(C)C)C(C)C, predict the reaction product. The product is: [Br:1][C:2]1[CH:3]=[N:4][CH:5]=[C:6]2[C:11]=1[N:10]=[C:9]([C:12]([NH:16][CH3:15])=[O:14])[CH:8]=[CH:7]2.